Dataset: Forward reaction prediction with 1.9M reactions from USPTO patents (1976-2016). Task: Predict the product of the given reaction. (1) Given the reactants [Cl:1][C:2]1[CH:3]=[C:4]([O:13][CH:14]2[CH2:18][CH2:17][CH2:16][CH2:15]2)[C:5]([CH3:12])=[C:6]([CH:11]=1)[C:7]([O:9]C)=[O:8].[OH-].[Na+], predict the reaction product. The product is: [Cl:1][C:2]1[CH:3]=[C:4]([O:13][CH:14]2[CH2:18][CH2:17][CH2:16][CH2:15]2)[C:5]([CH3:12])=[C:6]([CH:11]=1)[C:7]([OH:9])=[O:8]. (2) Given the reactants FC(F)(F)C(O)=O.[Cl:8][C:9]1[CH:14]=[C:13]2[NH:15][C:16](=[O:38])[C:17]3([CH:21]([C:22]4[CH:27]=[CH:26][CH:25]=[C:24]([Cl:28])[C:23]=4[F:29])[CH:20]([C:30](O)=[O:31])[NH:19][CH:18]3[CH2:33][C:34]([CH3:37])([CH3:36])[CH3:35])[C:12]2=[C:11]([F:39])[CH:10]=1.C(N(C(C)C)CC)(C)C.C1(P(Cl)(C2C=CC=CC=2)=O)C=CC=CC=1.[NH2:64][C:65]1[CH:72]=[CH:71][C:68]([C:69]#[N:70])=[CH:67][CH:66]=1, predict the reaction product. The product is: [C:69]([C:68]1[CH:71]=[CH:72][C:65]([NH:64][C:30]([CH:20]2[NH:19][CH:18]([CH2:33][C:34]([CH3:35])([CH3:37])[CH3:36])[C:17]3([C:12]4[C:13](=[CH:14][C:9]([Cl:8])=[CH:10][C:11]=4[F:39])[NH:15][C:16]3=[O:38])[CH:21]2[C:22]2[CH:27]=[CH:26][CH:25]=[C:24]([Cl:28])[C:23]=2[F:29])=[O:31])=[CH:66][CH:67]=1)#[N:70]. (3) Given the reactants [NH:1]1[CH2:6][CH2:5][CH:4]([OH:7])[CH2:3][CH2:2]1.[C:8]([O:12][C:13]([N:15]1[CH2:20][CH2:19][CH:18]([CH2:21][O:22][C:23]2[CH:24]=[CH:25][C:26]([C:29]3[CH:34]=[CH:33][C:32]([CH2:35][C:36](O)=[O:37])=[CH:31][CH:30]=3)=[N:27][CH:28]=2)[CH2:17][CH2:16]1)=[O:14])([CH3:11])([CH3:10])[CH3:9], predict the reaction product. The product is: [OH:7][CH:4]1[CH2:5][CH2:6][N:1]([C:36](=[O:37])[CH2:35][C:32]2[CH:33]=[CH:34][C:29]([C:26]3[N:27]=[CH:28][C:23]([O:22][CH2:21][CH:18]4[CH2:19][CH2:20][N:15]([C:13]([O:12][C:8]([CH3:10])([CH3:9])[CH3:11])=[O:14])[CH2:16][CH2:17]4)=[CH:24][CH:25]=3)=[CH:30][CH:31]=2)[CH2:2][CH2:3]1.